The task is: Binary Classification. Given a miRNA mature sequence and a target amino acid sequence, predict their likelihood of interaction.. This data is from Experimentally validated miRNA-target interactions with 360,000+ pairs, plus equal number of negative samples. (1) The protein sequence of the target gene is MEKARRGGDGVPRGPVLHIVVVGFHHKKGCQVEFSYPPLIPGDGHDSHTLPEEWKYLPFLALPDGAHNYQEDTVFFHLPPRNGNGATVFGISCYRQIEAKALKVRQADITRETVQKSVCVLSKLPLYGLLQAKLQLITHAYFEEKDFSQISILKELYEHMNSSLGGASLEGSQVYLGLSPRDLVLHFRHKVLILFKLILLEKKVLFYISPVNKLVGALMTVLSLFPGMIEHGLSDCSQYRPRKSMSEDGGLQESNPCADDFVSASTADVSHTNLGTIRKVMAGNHGEDAAMKTEEPLFQV.... Result: 1 (interaction). The miRNA is hsa-miR-520c-3p with sequence AAAGUGCUUCCUUUUAGAGGGU. (2) The miRNA is mmu-miR-1198-5p with sequence UAUGUGUUCCUGGCUGGCUUGG. The protein sequence of the target gene is MDAKARNCLLQHREALEKDIKTSYIMDHMISNGVLSVIEEEKVKSQATQYQRAAALIKMILNKDNCAYISFYNALLHEGYKDLAALLQSGLPLVSSSSGKDTDGGITSFVRTVLCEGGVPQRPVIFVTRKKLVHAIQQKLWKLNGEPGWVTIYGMAGCGKSVLAAEAVRDHSLLEGCFSGGVHWVSIGKQDKSGLLMKLQNLCMRLDQEESFSQRLPLNIEEAKDRLRVLMLRKHPRSLLILDDVWDPWVLKAFDNQCQILLTTRDKSVTDSVMGPKHVVPVESGLGREKGLEILSLFVN.... Result: 0 (no interaction). (3) The miRNA is mmu-miR-381-3p with sequence UAUACAAGGGCAAGCUCUCUGU. The protein sequence of the target gene is MAWPCISRLCCLARRWNQLDRSDVAVPLTLHGYSDLDSEEPGTGGAASRRGQPPAGARDSGRDVPLTQYQRDFGLWTTPAGPKDPPPGRGPGAGGRRGKSSAQSSAPPAPGARGVYVLPIGDADAAAAVTTSYRQEFQAWTGVKPSRSTKTKPARVITTHTSGWDSSPGAGFQVPEVRKKFTPNPSAIFQASAPRILNV. Result: 0 (no interaction). (4) The miRNA is hsa-miR-6866-5p with sequence UUAGAGGCUGGAAUAGAGAUUCU. The protein sequence of the target gene is MDAPKAGYAFEYLIETLNDSSHKKFFDVSKLGTKYDVLPYSIRVLLEAAVRNCDGFLMKKEDVMNILDWKTKQSNVEVPFFPARVLLQDFTGIPAMVDFAAMREAVKTLGGDPEKVHPACPTDLTVDHSLQIDFSKCAIQNAPNPGGGDLQKAGKLSPLKVQPKKLPCRGQTTCRGSCDSGELGRNSGTFSSQIENTPILCPFHLQPVPEPETVLKNQEVEFGRNRERLQFFKWSSRVFKNVAVIPPGTGMAHQINLEYLSRVVFEEKDLLFPDSVVGTDSHITMVNGLGILGWGVGGIE.... Result: 1 (interaction). (5) The miRNA is mmu-miR-9-5p with sequence UCUUUGGUUAUCUAGCUGUAUGA. The protein sequence of the target gene is MPGGKRGLVAPQNTFLENIVRRSSESSFLLGNAQIVDWPVVYSNDGFCKLSGYHRADVMQKSSTCSFMYGELTDKKTIEKVRQTFDNYESNCFEVLLYKKNRTPVWFYMQIAPIRNEHEKVVLFLCTFKDITLFKQPIEDDSTKGWTKFARLTRALTNSRSVLQQLTPMNKTETVHKHSRLAEVLQLGSDILPQYKQEAPKTPPHIILHYCAFKTTWDWVILILTFYTAIMVPYNVSFKTKQNNIAWLVLDSVVDVIFLVDIVLNFHTTFVGPGGEVISDPKLIRMNYLKTWFVIDLLSC.... Result: 1 (interaction). (6) The miRNA is hsa-miR-20a-3p with sequence ACUGCAUUAUGAGCACUUAAAG. The protein sequence of the target gene is MRALVLLGCLLASLLFSGQAEETEDANEEAPLRDRSHIEKTLMLNEDKPSDDYSAVLQRLRKIYHSSIKPLEQSYKYNELRQHEITDGEITSKPMVLFLGPWSVGKSTMINYLLGLENTRYQLYTGAEPTTSEFTVLMHGPKLKTIEGIVMAADSARSFSPLEKFGQNFLEKLIGIEVPHKLLERVTFVDTPGIIENRKQQERGYPFNDVCQWFIDRADLIFVVFDPTKLDVGLELEMLFRQLKGRESQIRIILNKADNLATQMLMRVYGALFWSLAPLINVTEPPRVYVSSFWPQEYKP.... Result: 0 (no interaction). (7) The miRNA is hsa-miR-5580-3p with sequence CACAUAUGAAGUGAGCCAGCAC. The protein sequence of the target gene is MSDPEMGWVPEPPTMTLGASRVELRVSCHGLLDRDTLTKPHPCVLLKLYSDEQWVEVERTEVLRSCSSPVFSRVLALEYFFEEKQPLQFHVFDAEDGATSPRNDTFLGSTECTLGQIVSQTKVTKPLLLKNGKTAGKSTITIVAEEVSGTNDYVQLTFRAYKLDNKDLFSKSDPFMEIYKTNEDQSDQLVWRTEVVKNNLNPSWEPFRLSLHSLCSCDVHRPLKFLVYDYDSSGKHDFIGEFTSTFQEMQEGTANPGQEMQWDCINPKYRDKKKNYKSSGTVVLAQCTVEKVHTFLDYIM.... Result: 0 (no interaction). (8) The miRNA is rno-miR-133b-5p with sequence GCUGGUCAAACGGAACCAAGU. The protein sequence of the target gene is MASNMDREMILADFQACTGIENIDEAITLLEQNNWDLVAAINGVIPQENGILQSEYGGETIPGPAFNPASHPASAPTSSSSSAFRPVMPSRQIVERQPRMLDFRVEYRDRNVDVVLEDTCTVGEIKQILENELQIPVSKMLLKGWKTGDVEDSTVLKSLHLPKNNSLYVLTPDLPPPSSSSHAGALQESLNQNFMLIITHREVQREYNLNFSGSSTIQEVKRNVYDLTSIPVRHQLWEGWPTSATDDSMCLAESGLSYPCHRLTVGRRSSPAQTREQSEEQITDVHMVSDSDGDDFEDAT.... Result: 0 (no interaction). (9) The miRNA is hsa-miR-335-5p with sequence UCAAGAGCAAUAACGAAAAAUGU. The protein sequence of the target gene is MRVRIGLTLLLCAVLLSLASASSDEEGSQDESLDSKTTLTSDESVKDHTTAGRVVAGQIFLDSEESELESSIQEEEDSLKSQEGESVTEDISFLESPNPENKDYEEPKKVRKPALTAIEGTAHGEPCHFPFLFLDKEYDECTSDGREDGRLWCATTYDYKADEKWGFCETEEEAAKRRQMQEAEMMYQTGMKILNGSNKKSQKREAYRYLQKAASMNHTKALERVSYALLFGDYLPQNIQAAREMFEKLTEEGSPKGQTALGFLYASGLGVNSSQAKALVYYTFGALGGNLIAHMVLGYR.... Result: 1 (interaction).